From a dataset of Full USPTO retrosynthesis dataset with 1.9M reactions from patents (1976-2016). Predict the reactants needed to synthesize the given product. (1) Given the product [C:12]1([CH2:18][C:19]([O:11][C:2]([CH3:1])([CH3:10])[CH2:3][C:4]2[CH:9]=[CH:8][CH:7]=[CH:6][CH:5]=2)=[O:20])[CH:17]=[CH:16][CH:15]=[CH:14][CH:13]=1, predict the reactants needed to synthesize it. The reactants are: [CH3:1][C:2]([OH:11])([CH3:10])[CH2:3][C:4]1[CH:9]=[CH:8][CH:7]=[CH:6][CH:5]=1.[C:12]1([CH2:18][C:19](O)=[O:20])[CH:17]=[CH:16][CH:15]=[CH:14][CH:13]=1.[OH-].[K+]. (2) Given the product [NH2:15][C:13]1[N:14]=[C:9]([N:4]2[CH2:3][C@H:2]([CH3:1])[N:7]([C:25]([O:27][C:28]([CH3:31])([CH3:30])[CH3:29])=[O:26])[C@H:6]([CH3:8])[CH2:5]2)[CH:10]=[CH:11][C:12]=1[O:16][CH3:17], predict the reactants needed to synthesize it. The reactants are: [CH3:1][C@H:2]1[NH:7][C@@H:6]([CH3:8])[CH2:5][N:4]([C:9]2[N:14]=[C:13]([NH2:15])[C:12]([O:16][CH3:17])=[CH:11][CH:10]=2)[CH2:3]1.C(N(CC)CC)C.[C:25](O[C:25]([O:27][C:28]([CH3:31])([CH3:30])[CH3:29])=[O:26])([O:27][C:28]([CH3:31])([CH3:30])[CH3:29])=[O:26]. (3) Given the product [CH2:1]([O:8][C:9]1[CH:14]=[CH:13][C:12]([CH2:15][C:16]([Cl:24])=[O:17])=[C:11]([O:19][CH3:20])[CH:10]=1)[C:2]1[CH:7]=[CH:6][CH:5]=[CH:4][CH:3]=1, predict the reactants needed to synthesize it. The reactants are: [CH2:1]([O:8][C:9]1[CH:14]=[CH:13][C:12]([CH2:15][C:16](O)=[O:17])=[C:11]([O:19][CH3:20])[CH:10]=1)[C:2]1[CH:7]=[CH:6][CH:5]=[CH:4][CH:3]=1.C(Cl)(=O)C([Cl:24])=O. (4) The reactants are: C([O:8][NH:9][C:10](=[O:36])[CH2:11][C@H:12]([C:22]1[O:23][C:24]([CH3:35])=[C:25]([C:27]([NH:29][CH2:30][CH2:31][N:32]([CH3:34])[CH3:33])=[O:28])[N:26]=1)[CH2:13][CH2:14][CH2:15][CH:16]1[CH2:21][CH2:20][CH2:19][CH2:18][CH2:17]1)C1C=CC=CC=1.C([O-])=O.[NH4+]. Given the product [CH:16]1([CH2:15][CH2:14][CH2:13][C@@H:12]([C:22]2[O:23][C:24]([CH3:35])=[C:25]([C:27]([NH:29][CH2:30][CH2:31][N:32]([CH3:33])[CH3:34])=[O:28])[N:26]=2)[CH2:11][C:10]([NH:9][OH:8])=[O:36])[CH2:21][CH2:20][CH2:19][CH2:18][CH2:17]1, predict the reactants needed to synthesize it.